The task is: Regression/Classification. Given a drug SMILES string, predict its toxicity properties. Task type varies by dataset: regression for continuous values (e.g., LD50, hERG inhibition percentage) or binary classification for toxic/non-toxic outcomes (e.g., AMES mutagenicity, cardiotoxicity, hepatotoxicity). Dataset: herg_karim.. This data is from hERG potassium channel inhibition data for cardiac toxicity prediction from Karim et al.. (1) The molecule is CCCCCCC[N+](CC)(CC)CC#Cc1ccc(Cl)cc1. The result is 1 (blocker). (2) The drug is Cn1cnc(S(=O)(=O)NCCN2CC3CN(CCCOc4ccc(C#N)cc4)CC(C2)O3)c1. The result is 0 (non-blocker). (3) The result is 1 (blocker). The compound is Cc1cc(-c2ccc3c(c2)CCN(CCCSc2nnc(C)n2C)CC3)no1. (4) The molecule is CC[C@@H](NC(=O)c1cc(C(=O)N2CCC[C@@H]2C)n2c1COCC2)c1ccc(Cl)c(Cl)c1. The result is 0 (non-blocker). (5) The molecule is Cc1cn2cc(-c3ccc4c(c3)C3(COC(N)=N3)C3(COC3)C3(CCC3)O4)ccc2n1. The result is 0 (non-blocker). (6) The molecule is Cc1cc(N2CC[C@H](N3CCC[C@@H]3C)C2)ccc1NC(=O)c1c(C)noc1C. The result is 0 (non-blocker). (7) The molecule is O=C(O)c1ccc(NC(=O)[C@H](C2CCCCC2)n2c(-c3ccc(Cl)cc3)nc3ccccc32)c(C(F)(F)F)c1. The result is 0 (non-blocker).